Predict the product of the given reaction. From a dataset of Forward reaction prediction with 1.9M reactions from USPTO patents (1976-2016). Given the reactants [CH3:1][N:2]([C:4](=[O:27])[C:5]([N:7]([CH3:26])[CH:8]1[CH2:14][N:13]([CH3:15])[CH2:12][CH2:11][N:10]2[C:16](=[O:25])[C:17]([OH:24])=[C:18]([C:20]([O:22]C)=O)[N:19]=[C:9]12)=[O:6])[CH3:3].C(N(CC)CC)C.[F:35][C:36]1[CH:43]=[CH:42][C:39]([CH2:40][NH2:41])=[CH:38][CH:37]=1, predict the reaction product. The product is: [F:35][C:36]1[CH:43]=[CH:42][C:39]([CH2:40][NH:41][C:20]([C:18]2[N:19]=[C:9]3[CH:8]([N:7]([CH3:26])[C:5](=[O:6])[C:4]([N:2]([CH3:3])[CH3:1])=[O:27])[CH2:14][N:13]([CH3:15])[CH2:12][CH2:11][N:10]3[C:16](=[O:25])[C:17]=2[OH:24])=[O:22])=[CH:38][CH:37]=1.